From a dataset of Full USPTO retrosynthesis dataset with 1.9M reactions from patents (1976-2016). Predict the reactants needed to synthesize the given product. Given the product [NH2:1][C:2]1[C:11]2[N:10]=[CH:9][C:8]([CH2:12][CH2:13][C:14]3[CH:19]=[CH:18][C:17](/[CH:20]=[CH:21]/[C:22]([O:24][CH2:25][CH3:26])=[O:23])=[CH:16][C:15]=3[CH3:27])=[CH:7][C:6]=2[C:5]2[CH:28]=[CH:29][C:30]([CH3:32])=[CH:31][C:4]=2[N:3]=1, predict the reactants needed to synthesize it. The reactants are: [NH2:1][C:2]1[C:11]2[N:10]=[CH:9][C:8]([CH2:12][CH2:13][C:14]3[CH:19]=[CH:18][C:17]([CH2:20][CH2:21][C:22]([O:24][CH2:25][CH3:26])=[O:23])=[CH:16][C:15]=3[CH3:27])=[CH:7][C:6]=2[C:5]2[CH:28]=[CH:29][C:30]([CH3:32])=[CH:31][C:4]=2[N:3]=1.Cl.